Dataset: HIV replication inhibition screening data with 41,000+ compounds from the AIDS Antiviral Screen. Task: Binary Classification. Given a drug SMILES string, predict its activity (active/inactive) in a high-throughput screening assay against a specified biological target. The drug is Nc1cccnc1O. The result is 0 (inactive).